This data is from Reaction yield outcomes from USPTO patents with 853,638 reactions. The task is: Predict the reaction yield, written as a fraction of the theoretical maximum amount of product (1.0 means a 100% yield; for example, 0.34 means a 34% yield). (1) The reactants are Cl.[N+:2]([C:5]1[CH:6]=[C:7]([CH:13]=[CH:14][CH:15]=1)[O:8][CH2:9][CH2:10][CH2:11][NH2:12])([O-:4])=[O:3].[C:16]1(=[O:22])[O:21][C:19](=[O:20])[CH2:18][CH2:17]1.N1C=CC=CC=1. The catalyst is ClCCl. The product is [N+:2]([C:5]1[CH:6]=[C:7]([CH:13]=[CH:14][CH:15]=1)[O:8][CH2:9][CH2:10][CH2:11][NH:12][C:16](=[O:22])[CH2:17][CH2:18][C:19]([OH:21])=[O:20])([O-:4])=[O:3]. The yield is 0.960. (2) The reactants are [Cl:1][C:2]1[N:3]=[C:4]([CH3:18])[CH:5]=[C:6]2[C:11]=1[NH:10][CH:9]=[C:8]([C:12]([O:14][CH2:15][CH3:16])=[O:13])[C:7]2=[O:17].[C:19]([O-])([O-])=O.[K+].[K+].IC.O. The catalyst is CN(C=O)C. The product is [Cl:1][C:2]1[N:3]=[C:4]([CH3:18])[CH:5]=[C:6]2[C:11]=1[N:10]([CH3:19])[CH:9]=[C:8]([C:12]([O:14][CH2:15][CH3:16])=[O:13])[C:7]2=[O:17]. The yield is 0.370. (3) The reactants are [CH3:1][O:2][C:3]1[CH:8]=[CH:7][CH:6]=[CH:5][C:4]=1[CH:9]1[CH2:13][CH2:12][CH2:11][CH:10]1[OH:14].CC(C)=O.OS(O)(=O)=O.O=[Cr](=O)=O.C(O)(C)C. The catalyst is CC(C)=O. The product is [CH3:1][O:2][C:3]1[CH:8]=[CH:7][CH:6]=[CH:5][C:4]=1[CH:9]1[CH2:13][CH2:12][CH2:11][C:10]1=[O:14]. The yield is 0.736. (4) The reactants are [Cl:1][C:2]1[CH:3]=[CH:4][C:5]([NH:11][C:12]2[C:17]([Cl:18])=[CH:16][N:15]=[C:14]([NH:19][C:20]3[N:24]([CH:25]([CH3:27])[CH3:26])[N:23]=[C:22]([CH3:28])[CH:21]=3)[CH:13]=2)=[C:6]([CH:10]=1)[C:7]([OH:9])=O.C1C=CC2[N:37]([OH:38])N=NC=2C=1.[CH2:39](Cl)CCl.CCN(C(C)C)C(C)C. The catalyst is CN(C)C=O.C(O)(=O)C.O. The product is [Cl:1][C:2]1[CH:3]=[CH:4][C:5]([NH:11][C:12]2[C:17]([Cl:18])=[CH:16][N:15]=[C:14]([NH:19][C:20]3[N:24]([CH:25]([CH3:27])[CH3:26])[N:23]=[C:22]([CH3:28])[CH:21]=3)[CH:13]=2)=[C:6]([CH:10]=1)[C:7]([NH:37][O:38][CH3:39])=[O:9]. The yield is 0.268. (5) The product is [O:7]=[C:4]1[CH2:5][CH2:6][O:1][CH2:2][CH:3]1[C:22]([O:23][CH2:24][CH3:25])=[O:26]. The yield is 0.194. The catalyst is C1(C)C=CC=CC=1. The reactants are [O:1]1[CH2:6][CH2:5][C:4](=[O:7])[CH2:3][CH2:2]1.[Li+].CC([N-]C(C)C)C.CCCCCC.[C:22](C#N)(=[O:26])[O:23][CH2:24][CH3:25]. (6) The reactants are [CH:1]1([Mg]Br)[CH2:5][CH2:4][CH2:3][CH2:2]1.CC1(C)[O:13][C@@H:12]([C@H:14]2[CH2:16][N:15]2[C:17]([O:19][C:20]([CH3:23])([CH3:22])[CH3:21])=[O:18])[CH2:11][O:10]1.C(OC(OC(OC(C)(C)C)=O)=O)(C)(C)C. The catalyst is C1COCC1. The product is [CH:1]1([CH2:16][C@H:14]([NH:15][C:17](=[O:18])[O:19][C:20]([CH3:23])([CH3:22])[CH3:21])[C@H:12]([OH:13])[CH2:11][OH:10])[CH2:5][CH2:4][CH2:3][CH2:2]1. The yield is 0.840. (7) The reactants are B(Br)(Br)Br.[CH2:5]([N:12]([CH2:25][C:26]1[CH:31]=[CH:30][C:29]([C:32]2[CH:37]=[CH:36][C:35]([O:38]C)=[C:34]([Br:40])[CH:33]=2)=[CH:28][CH:27]=1)[C:13]([C:15]1[C:23]2[C:18](=[CH:19][CH:20]=[CH:21][CH:22]=2)[N:17]([CH3:24])[CH:16]=1)=[O:14])[C:6]1[CH:11]=[CH:10][CH:9]=[CH:8][CH:7]=1.C(=O)=O.CC(C)=O.O. The catalyst is C(Cl)Cl. The product is [CH2:5]([N:12]([CH2:25][C:26]1[CH:31]=[CH:30][C:29]([C:32]2[CH:37]=[CH:36][C:35]([OH:38])=[C:34]([Br:40])[CH:33]=2)=[CH:28][CH:27]=1)[C:13]([C:15]1[C:23]2[C:18](=[CH:19][CH:20]=[CH:21][CH:22]=2)[N:17]([CH3:24])[CH:16]=1)=[O:14])[C:6]1[CH:7]=[CH:8][CH:9]=[CH:10][CH:11]=1. The yield is 0.760. (8) The reactants are [CH3:1][O:2][C:3]1[CH:4]=[C:5]([N:12]2[CH2:17][CH2:16][NH:15][CH2:14][CH2:13]2)[CH:6]=[CH:7][C:8]=1[N+:9]([O-:11])=[O:10].[CH3:18][CH:19]([CH3:22])[CH2:20]I.C(=O)([O-])[O-].[K+].[K+]. The catalyst is C(#N)C. The product is [CH3:1][O:2][C:3]1[CH:4]=[C:5]([N:12]2[CH2:17][CH2:16][N:15]([CH2:18][CH:19]([CH3:22])[CH3:20])[CH2:14][CH2:13]2)[CH:6]=[CH:7][C:8]=1[N+:9]([O-:11])=[O:10]. The yield is 0.690. (9) The yield is 0.900. No catalyst specified. The reactants are [CH3:1][CH:2]([CH2:4][CH2:5][CH2:6]/[C:7](/[CH3:16])=[CH:8]/[CH2:9][CH2:10]/[C:11](/[CH3:15])=[CH:12]/[CH:13]=[O:14])[CH3:3].[N+:17]([CH2:20][CH3:21])([O-:19])=[O:18]. The product is [CH3:15][CH:11]([CH2:10][CH2:9][CH:8]=[C:7]([CH3:16])[CH2:6][CH2:5][CH:4]=[C:2]([CH3:1])[CH3:3])[CH2:12][CH:13]([OH:14])[CH:20]([N+:17]([O-:19])=[O:18])[CH3:21]. (10) The reactants are [CH2:1]([O:3][C:4]([C:6]1([CH2:19][C:20]2[CH:25]=[CH:24][CH:23]=[CH:22][C:21]=2[N+:26]([O-])=O)[CH2:11][CH2:10][N:9]([C:12]([O:14][C:15]([CH3:18])([CH3:17])[CH3:16])=[O:13])[CH2:8][CH2:7]1)=[O:5])[CH3:2]. The catalyst is [Pd].C(O)C. The product is [CH2:1]([O:3][C:4]([C:6]1([CH2:19][C:20]2[CH:25]=[CH:24][CH:23]=[CH:22][C:21]=2[NH2:26])[CH2:11][CH2:10][N:9]([C:12]([O:14][C:15]([CH3:18])([CH3:16])[CH3:17])=[O:13])[CH2:8][CH2:7]1)=[O:5])[CH3:2]. The yield is 0.990.